Dataset: Catalyst prediction with 721,799 reactions and 888 catalyst types from USPTO. Task: Predict which catalyst facilitates the given reaction. (1) Reactant: FC(F)(F)C(O)=O.[NH:8]1[CH2:13][CH2:12][CH:11]([NH:14][C:15]([N:17]2[CH2:21][CH:20]([CH2:22][C:23]([CH3:26])([CH3:25])[CH3:24])[C:19]3([C:34]4[C:29](=[CH:30][C:31]([Cl:35])=[CH:32][CH:33]=4)[NH:28][C:27]3=[O:36])[CH:18]2[C:37]2[CH:42]=[CH:41][CH:40]=[C:39]([Cl:43])[C:38]=2[F:44])=[O:16])[CH2:10][CH2:9]1.C(N(CC)CC)C.[CH3:52][S:53](Cl)(=[O:55])=[O:54]. Product: [CH3:52][S:53]([N:8]1[CH2:13][CH2:12][CH:11]([NH:14][C:15]([N:17]2[CH2:21][CH:20]([CH2:22][C:23]([CH3:26])([CH3:25])[CH3:24])[C:19]3([C:34]4[C:29](=[CH:30][C:31]([Cl:35])=[CH:32][CH:33]=4)[NH:28][C:27]3=[O:36])[CH:18]2[C:37]2[CH:42]=[CH:41][CH:40]=[C:39]([Cl:43])[C:38]=2[F:44])=[O:16])[CH2:10][CH2:9]1)(=[O:55])=[O:54]. The catalyst class is: 4. (2) Reactant: Br[C:2]1[CH:7]=[CH:6][N:5]=[CH:4][C:3]=1[CH:8]=O.C([O-])([O-])=O.[K+].[K+].[C:16]([O:20][CH3:21])(=[O:19])[CH2:17][SH:18]. Product: [CH3:21][O:20][C:16]([C:17]1[S:18][C:2]2[CH:7]=[CH:6][N:5]=[CH:4][C:3]=2[CH:8]=1)=[O:19]. The catalyst class is: 18. (3) Reactant: Br[C:2]1[CH:3]=[CH:4][C:5]([C:9]([O:11][CH3:12])=[O:10])=[N:6][C:7]=1[OH:8].C(N(CC)CC)C.[C:20]([CH:22]1[CH2:24][CH2:23]1)#[CH:21]. Product: [CH:22]1([C:20]2[O:8][C:7]3=[N:6][C:5]([C:9]([O:11][CH3:12])=[O:10])=[CH:4][CH:3]=[C:2]3[CH:21]=2)[CH2:24][CH2:23]1. The catalyst class is: 321. (4) Reactant: [C:1]([O:5][C:6]([NH:8][CH2:9][CH2:10][O:11][C:12]1[CH:17]=[CH:16][C:15]([CH2:18][C:19]([NH:21][C:22]2[CH:27]=[CH:26][CH:25]=[C:24](I)[CH:23]=2)=[O:20])=[CH:14][C:13]=1[O:29][CH3:30])=[O:7])([CH3:4])([CH3:3])[CH3:2].[C:31]1(B(O)O)[CH:36]=[CH:35][CH:34]=[CH:33][CH:32]=1.C(=O)([O-])[O-].[Cs+].[Cs+].O. Product: [C:1]([O:5][C:6]([NH:8][CH2:9][CH2:10][O:11][C:12]1[CH:17]=[CH:16][C:15]([CH2:18][C:19]([NH:21][C:22]2[CH:27]=[CH:26][CH:25]=[C:24]([C:31]3[CH:36]=[CH:35][CH:34]=[CH:33][CH:32]=3)[CH:23]=2)=[O:20])=[CH:14][C:13]=1[O:29][CH3:30])=[O:7])([CH3:4])([CH3:3])[CH3:2]. The catalyst class is: 602. (5) Reactant: C(N(CC)CC)C.[Br:8][CH2:9][C:10](Br)=[O:11].[NH2:13][C:14]1[C:23]2[C:18](=[CH:19][CH:20]=[CH:21][CH:22]=2)[CH:17]=[CH:16][C:15]=1[C:24](=[O:33])[C:25]1[CH:30]=[CH:29][CH:28]=[C:27]([O:31][CH3:32])[CH:26]=1.C(=O)([O-])O.[Na+]. Product: [Br:8][CH2:9][C:10]([NH:13][C:14]1[C:23]2[C:18](=[CH:19][CH:20]=[CH:21][CH:22]=2)[CH:17]=[CH:16][C:15]=1[C:24](=[O:33])[C:25]1[CH:30]=[CH:29][CH:28]=[C:27]([O:31][CH3:32])[CH:26]=1)=[O:11]. The catalyst class is: 4.